From a dataset of Full USPTO retrosynthesis dataset with 1.9M reactions from patents (1976-2016). Predict the reactants needed to synthesize the given product. The reactants are: [Br:1][C:2]1[CH:3]=[C:4]([CH:8]=[CH:9][C:10]=1[O:11][CH3:12])C(O)=O.CN([C:16]([O:20]N1N=NC2C=CC=NC1=2)=[N+](C)C)C.F[P-](F)(F)(F)(F)F.Cl.[NH2:38][C:39]1[CH:44]=[CH:43][CH:42]=[CH:41][C:40]=1[CH2:45][C:46]([O:48][CH3:49])=[O:47]. Given the product [Br:1][C:2]1[C:10]([O:11][CH3:12])=[C:9]([CH:8]=[CH:4][CH:3]=1)[C:16]([NH:38][C:39]1[CH:44]=[CH:43][CH:42]=[CH:41][C:40]=1[CH2:45][C:46]([O:48][CH3:49])=[O:47])=[O:20], predict the reactants needed to synthesize it.